Task: Regression. Given two drug SMILES strings and cell line genomic features, predict the synergy score measuring deviation from expected non-interaction effect.. Dataset: NCI-60 drug combinations with 297,098 pairs across 59 cell lines (1) Drug 1: C1=CC(=C2C(=C1NCCNCCO)C(=O)C3=C(C=CC(=C3C2=O)O)O)NCCNCCO. Drug 2: COC1=C2C(=CC3=C1OC=C3)C=CC(=O)O2. Cell line: OVCAR-4. Synergy scores: CSS=27.4, Synergy_ZIP=-6.43, Synergy_Bliss=1.91, Synergy_Loewe=-35.8, Synergy_HSA=2.49. (2) Drug 1: CC1C(C(=O)NC(C(=O)N2CCCC2C(=O)N(CC(=O)N(C(C(=O)O1)C(C)C)C)C)C(C)C)NC(=O)C3=C4C(=C(C=C3)C)OC5=C(C(=O)C(=C(C5=N4)C(=O)NC6C(OC(=O)C(N(C(=O)CN(C(=O)C7CCCN7C(=O)C(NC6=O)C(C)C)C)C)C(C)C)C)N)C. Drug 2: C1=CC=C(C(=C1)C(C2=CC=C(C=C2)Cl)C(Cl)Cl)Cl. Cell line: OVCAR-8. Synergy scores: CSS=3.74, Synergy_ZIP=-1.79, Synergy_Bliss=0.468, Synergy_Loewe=-26.4, Synergy_HSA=0.213. (3) Drug 1: CC(CN1CC(=O)NC(=O)C1)N2CC(=O)NC(=O)C2. Drug 2: CC1C(C(CC(O1)OC2CC(OC(C2O)C)OC3=CC4=CC5=C(C(=O)C(C(C5)C(C(=O)C(C(C)O)O)OC)OC6CC(C(C(O6)C)O)OC7CC(C(C(O7)C)O)OC8CC(C(C(O8)C)O)(C)O)C(=C4C(=C3C)O)O)O)O. Cell line: NCIH23. Synergy scores: CSS=16.9, Synergy_ZIP=-6.31, Synergy_Bliss=5.91, Synergy_Loewe=5.75, Synergy_HSA=5.67. (4) Drug 1: CCC(=C(C1=CC=CC=C1)C2=CC=C(C=C2)OCCN(C)C)C3=CC=CC=C3.C(C(=O)O)C(CC(=O)O)(C(=O)O)O. Drug 2: CCC1(C2=C(COC1=O)C(=O)N3CC4=CC5=C(C=CC(=C5CN(C)C)O)N=C4C3=C2)O.Cl. Cell line: M14. Synergy scores: CSS=42.3, Synergy_ZIP=0.204, Synergy_Bliss=2.86, Synergy_Loewe=-27.6, Synergy_HSA=2.68.